Dataset: Full USPTO retrosynthesis dataset with 1.9M reactions from patents (1976-2016). Task: Predict the reactants needed to synthesize the given product. Given the product [Cl:21][C:22]1[CH:23]=[C:24]2[C:28](=[CH:29][CH:30]=1)[NH:27][CH:26]=[C:25]2[CH2:31][CH2:32][NH:33][C:11]([C:8]1[N:7]=[C:6]([CH2:5][C:4]2[CH:16]=[CH:17][C:18]([Cl:19])=[C:2]([Cl:1])[CH:3]=2)[O:10][N:9]=1)=[O:13], predict the reactants needed to synthesize it. The reactants are: [Cl:1][C:2]1[CH:3]=[C:4]([CH:16]=[CH:17][C:18]=1[Cl:19])[CH2:5][C:6]1[O:10][N:9]=[C:8]([C:11]([O:13]CC)=O)[N:7]=1.Cl.[Cl:21][C:22]1[CH:23]=[C:24]2[C:28](=[CH:29][CH:30]=1)[NH:27][CH:26]=[C:25]2[CH2:31][CH2:32][NH2:33].CN(C(ON1N=NC2C=CC=NC1=2)=[N+](C)C)C.F[P-](F)(F)(F)(F)F.C(N(CC)C(C)C)(C)C.